This data is from Reaction yield outcomes from USPTO patents with 853,638 reactions. The task is: Predict the reaction yield, written as a fraction of the theoretical maximum amount of product (1.0 means a 100% yield; for example, 0.34 means a 34% yield). (1) The catalyst is C1(C)C=CC=CC=1.O. The product is [CH:1]1([NH:7][C:11]([C:13]2[C:14](=[O:26])[N:15]([CH3:25])[C:16]3[C:21]([C:22]=2[OH:23])=[CH:20][C:19]([F:24])=[CH:18][CH:17]=3)=[O:10])[CH2:6][CH2:5][CH2:4][CH2:3][CH2:2]1. The reactants are [CH:1]1([NH2:7])[CH2:6][CH2:5][CH2:4][CH2:3][CH2:2]1.C([O:10][C:11]([C:13]1[C:14](=[O:26])[N:15]([CH3:25])[C:16]2[C:21]([C:22]=1[OH:23])=[CH:20][C:19]([F:24])=[CH:18][CH:17]=2)=O)C. The yield is 0.970. (2) The reactants are Br.[Br:2][C:3]1[CH:4]=[C:5]([CH2:10]Br)[C:6]([NH2:9])=[N:7][CH:8]=1.[NH:12]1[CH2:17][CH2:16][CH2:15][CH2:14][CH2:13]1. The catalyst is CC#N.CCOCC. The product is [Br:2][C:3]1[CH:4]=[C:5]([CH2:10][N:12]2[CH2:17][CH2:16][CH2:15][CH2:14][CH2:13]2)[C:6]([NH2:9])=[N:7][CH:8]=1. The yield is 0.530.